Task: Predict which catalyst facilitates the given reaction.. Dataset: Catalyst prediction with 721,799 reactions and 888 catalyst types from USPTO (1) Reactant: [N:1]1[C:10]2[C:5](=[CH:6][CH:7]=[CH:8][CH:9]=2)[CH:4]=[C:3]([CH2:11][S:12]([CH2:15][C@@H:16]([N:20]([OH:23])[CH:21]=[O:22])[CH:17]([CH3:19])[CH3:18])(=[O:14])=[O:13])[CH:2]=1.N1C2C(=CC=CC=2)C=C(CS(CC(NO)C(C)C)(=O)=O)C=1.C(O)=O.C(OC(=O)C)(=O)C.C([O-])([O-])=O.[K+].[K+]. Product: [N:1]1[C:10]2[C:5](=[CH:6][CH:7]=[CH:8][CH:9]=2)[CH:4]=[C:3]([CH2:11][S:12]([CH2:15][C@@H:16]([N:20]([OH:23])[CH:21]=[O:22])[CH:17]([CH3:19])[CH3:18])(=[O:14])=[O:13])[CH:2]=1. The catalyst class is: 5. (2) Reactant: [Br:1][C:2]1[CH:7]=[CH:6][CH:5]=[CH:4][C:3]=1[O:8][CH:9]1[CH2:12][N:11](C(OC(C)(C)C)=O)[CH2:10]1.[ClH:20].O1CCOCC1. Product: [ClH:20].[Br:1][C:2]1[CH:7]=[CH:6][CH:5]=[CH:4][C:3]=1[O:8][CH:9]1[CH2:12][NH:11][CH2:10]1. The catalyst class is: 4. (3) Reactant: [CH3:1][C:2]([CH3:19])=[CH:3][CH2:4][N:5]1[C:13]2[C:8](=[CH:9][CH:10]=[CH:11][CH:12]=2)[C:7](/[CH:14]=[CH:15]/[C:16]([OH:18])=O)=[CH:6]1.[CH:20]([NH:23][NH:24][C:25](=[O:33])[C:26]1[CH:31]=[CH:30][CH:29]=[C:28]([CH3:32])[CH:27]=1)([CH3:22])[CH3:21].CN(C(ON1N=NC2C=CC=NC1=2)=[N+](C)C)C.F[P-](F)(F)(F)(F)F.C(N(CC)C(C)C)(C)C. Product: [CH:20]([N:23]([C:16](=[O:18])/[CH:15]=[CH:14]/[C:7]1[C:8]2[C:13](=[CH:12][CH:11]=[CH:10][CH:9]=2)[N:5]([CH2:4][CH:3]=[C:2]([CH3:1])[CH3:19])[CH:6]=1)[NH:24][C:25](=[O:33])[C:26]1[CH:31]=[CH:30][CH:29]=[C:28]([CH3:32])[CH:27]=1)([CH3:22])[CH3:21]. The catalyst class is: 31. (4) Reactant: Cl[C:2]1[CH:7]=[CH:6][C:5]([N+:8]([O-:10])=[O:9])=[CH:4][C:3]=1[O:11][CH:12]([F:14])[F:13].C(=O)([O-])[O-].[K+].[K+].[CH3:21][N:22]1[CH2:27][CH2:26][N:25]([CH:28]2[CH2:33][CH2:32][NH:31][CH2:30][CH2:29]2)[CH2:24][CH2:23]1. Product: [F:13][CH:12]([F:14])[O:11][C:3]1[CH:4]=[C:5]([N+:8]([O-:10])=[O:9])[CH:6]=[CH:7][C:2]=1[N:31]1[CH2:30][CH2:29][CH:28]([N:25]2[CH2:24][CH2:23][N:22]([CH3:21])[CH2:27][CH2:26]2)[CH2:33][CH2:32]1. The catalyst class is: 9. (5) Reactant: [NH2:1][CH:2]([CH2:24][C:25]1[CH:26]=[N:27][CH:28]=[CH:29][CH:30]=1)[C:3]([N:5]1[CH2:10][CH2:9][N:8]([CH:11]([C:18]2[CH:23]=[CH:22][CH:21]=[CH:20][CH:19]=2)[C:12]2[CH:17]=[CH:16][CH:15]=[CH:14][CH:13]=2)[CH2:7][CH2:6]1)=[O:4].C(N(CC)CC)C.[CH3:38][O:39][C:40]1[CH:41]=[C:42]([S:48](Cl)(=[O:50])=[O:49])[CH:43]=[CH:44][C:45]=1[O:46][CH3:47]. Product: [CH:11]([N:8]1[CH2:9][CH2:10][N:5]([C:3](=[O:4])[CH:2]([NH:1][S:48]([C:42]2[CH:43]=[CH:44][C:45]([O:46][CH3:47])=[C:40]([O:39][CH3:38])[CH:41]=2)(=[O:50])=[O:49])[CH2:24][C:25]2[CH:26]=[N:27][CH:28]=[CH:29][CH:30]=2)[CH2:6][CH2:7]1)([C:18]1[CH:19]=[CH:20][CH:21]=[CH:22][CH:23]=1)[C:12]1[CH:17]=[CH:16][CH:15]=[CH:14][CH:13]=1. The catalyst class is: 2. (6) Reactant: CCO.C(O[C:7]([C:9]1[CH:10]=[N:11][C:12]2[C:17]([C:18]=1Cl)=[CH:16][CH:15]=[CH:14][CH:13]=2)=[O:8])C.[CH3:20][O:21][C:22]1[CH:27]=[CH:26][C:25]([NH:28][NH2:29])=[CH:24][CH:23]=1. Product: [CH3:20][O:21][C:22]1[CH:27]=[CH:26][C:25]([N:28]2[C:7](=[O:8])[C:9]3[CH:10]=[N:11][C:12]4[CH:13]=[CH:14][CH:15]=[CH:16][C:17]=4[C:18]=3[NH:29]2)=[CH:24][CH:23]=1. The catalyst class is: 66.